Dataset: Reaction yield outcomes from USPTO patents with 853,638 reactions. Task: Predict the reaction yield, written as a fraction of the theoretical maximum amount of product (1.0 means a 100% yield; for example, 0.34 means a 34% yield). (1) The reactants are [O:1]1CCC(C(O)=O)C1.[CH:9]1([N:15]=[C:16]=[N:17][CH:18]2[CH2:23][CH2:22][CH2:21][CH2:20][CH2:19]2)[CH2:14][CH2:13][CH2:12][CH2:11][CH2:10]1.C(N(CC)CC)C. The catalyst is ClCCl. The product is [CH:18]1([NH:17][C:16]([NH:15][CH:9]2[CH2:10][CH2:11][CH2:12][CH2:13][CH2:14]2)=[O:1])[CH2:23][CH2:22][CH2:21][CH2:20][CH2:19]1. The yield is 0.100. (2) The catalyst is Cl.O1CCOCC1. The yield is 0.640. The reactants are [Cl:1][C:2]1[CH:7]=[CH:6][C:5]([S:8]([N:11]([C:15]2[C:16]([C:22](=[O:31])[C:23]3[CH:28]=[CH:27][CH:26]=[C:25]([CH3:29])[C:24]=3[Cl:30])=[N:17][CH:18]=[C:19]([Cl:21])[CH:20]=2)COC)(=[O:10])=[O:9])=[CH:4][C:3]=1[C:32]([F:35])([F:34])[F:33].O. The product is [Cl:1][C:2]1[CH:7]=[CH:6][C:5]([S:8]([NH:11][C:15]2[C:16]([C:22](=[O:31])[C:23]3[CH:28]=[CH:27][CH:26]=[C:25]([CH3:29])[C:24]=3[Cl:30])=[N:17][CH:18]=[C:19]([Cl:21])[CH:20]=2)(=[O:9])=[O:10])=[CH:4][C:3]=1[C:32]([F:34])([F:35])[F:33].